From a dataset of Full USPTO retrosynthesis dataset with 1.9M reactions from patents (1976-2016). Predict the reactants needed to synthesize the given product. (1) Given the product [CH2:1]([N:8]1[C:16](=[O:17])[C:15]2[C:10](=[CH:11][CH:12]=[C:13]([C:18]([NH:52][CH2:51][CH2:50][CH2:49][N:43]3[CH2:48][CH2:47][CH2:46][CH2:45][CH2:44]3)=[O:20])[CH:14]=2)[CH2:9]1)[C:2]1[CH:7]=[CH:6][CH:5]=[CH:4][CH:3]=1, predict the reactants needed to synthesize it. The reactants are: [CH2:1]([N:8]1[C:16](=[O:17])[C:15]2[C:10](=[CH:11][CH:12]=[C:13]([C:18]([OH:20])=O)[CH:14]=2)[CH2:9]1)[C:2]1[CH:7]=[CH:6][CH:5]=[CH:4][CH:3]=1.Cl.C(N=C=NCCCN(C)C)C.ON1C2C=CC=CC=2N=N1.[N:43]1([CH2:49][CH2:50][CH2:51][NH2:52])[CH2:48][CH2:47][CH2:46][CH2:45][CH2:44]1. (2) Given the product [CH:3]1[C:4]2[NH:5][C:6]3[C:11](=[CH:10][CH:9]=[CH:8][CH:7]=3)[C:12]=2[CH:13]=[CH:14][CH:2]=1, predict the reactants needed to synthesize it. The reactants are: Br[C:2]1[CH:14]=[CH:13][C:12]2[C:11]3[C:6](=[CH:7][C:8](Br)=[CH:9][CH:10]=3)[N:5](CCCCCCCC)[C:4]=2[CH:3]=1.C1C2NC3C(=CC=CC=3)C=2C=CC=1B1OC(C)(C)C(C)(C)O1.C([O-])([O-])=O.[K+].[K+].